From a dataset of Reaction yield outcomes from USPTO patents with 853,638 reactions. Predict the reaction yield, written as a fraction of the theoretical maximum amount of product (1.0 means a 100% yield; for example, 0.34 means a 34% yield). (1) The reactants are Cl[CH2:2][CH2:3][O:4][C:5]1[CH:14]=[C:13]2[C:8]([C:9]([O:15][C:16]3[C:17]([C:26](=[O:28])[CH3:27])=[N:18][C:19]4[C:24]([CH:25]=3)=[CH:23][CH:22]=[CH:21][CH:20]=4)=[CH:10][CH:11]=[N:12]2)=[CH:7][C:6]=1[O:29][CH3:30].C(=O)([O-])[O-].[K+].[K+].[NH:37]1[CH2:42][CH2:41][O:40][CH2:39][CH2:38]1.O. The catalyst is CN(C)C=O. The product is [CH3:30][O:29][C:6]1[CH:7]=[C:8]2[C:13](=[CH:14][C:5]=1[O:4][CH2:3][CH2:2][N:37]1[CH2:42][CH2:41][O:40][CH2:39][CH2:38]1)[N:12]=[CH:11][CH:10]=[C:9]2[O:15][C:16]1[C:17]([C:26](=[O:28])[CH3:27])=[N:18][C:19]2[C:24]([CH:25]=1)=[CH:23][CH:22]=[CH:21][CH:20]=2. The yield is 0.270. (2) The reactants are [Br:1][C:2]1[S:6][C:5]([CH2:7][S:8][CH2:9][CH2:10][C:11]([O:13][CH3:14])=[O:12])=[N:4][CH:3]=1.CO.[OH2:17].[OH2:18].O.O.O.O.C(O[O-])(=O)C1C(=CC=CC=1)C([O-])=O.[Mg+2]. The catalyst is C(Cl)Cl.[O-]S([O-])(=S)=O.[Na+].[Na+].O. The product is [Br:1][C:2]1[S:6][C:5]([CH2:7][S:8]([CH2:9][CH2:10][C:11]([O:13][CH3:14])=[O:12])(=[O:18])=[O:17])=[N:4][CH:3]=1. The yield is 0.950. (3) The yield is 0.490. The product is [CH3:14][O:15][C:16](=[O:64])[NH:17][CH:18]([C:22]([N:24]1[CH:30]([C:31]2[NH:32][C:33]([C:36]3[CH:45]=[CH:44][C:43]4[C:38](=[CH:39][CH:40]=[C:41]([C:46]5[CH:51]=[CH:50][C:49]([C:52]6[NH:53][C:54]([CH:57]7[CH2:61][CH:60]([C:62]#[N:63])[CH2:59][N:58]7[C:4](=[O:69])[CH:5]([NH:7][C:75]([O:74][CH3:73])=[O:76])[CH2:6][CH3:1])=[N:55][CH:56]=6)=[CH:48][CH:47]=5)[CH:42]=4)[CH:37]=3)=[CH:34][N:35]=2)[CH2:29][C:26]2([CH2:27][CH2:28]2)[CH2:25]1)=[O:23])[CH:19]([CH3:21])[CH3:20]. The reactants are [CH:1]1C=C[C:4]2N(O)N=[N:7][C:5]=2[CH:6]=1.Cl.Cl.Cl.[CH3:14][O:15][C:16](=[O:64])[NH:17][CH:18]([C:22]([N:24]1[CH:30]([C:31]2[NH:32][C:33]([C:36]3[CH:45]=[CH:44][C:43]4[C:38](=[CH:39][CH:40]=[C:41]([C:46]5[CH:51]=[CH:50][C:49]([C:52]6[NH:53][C:54]([CH:57]7[CH2:61][CH:60]([C:62]#[N:63])[CH2:59][NH:58]7)=[N:55][CH:56]=6)=[CH:48][CH:47]=5)[CH:42]=4)[CH:37]=3)=[CH:34][N:35]=2)[CH2:29][C:26]2([CH2:28][CH2:27]2)[CH2:25]1)=[O:23])[CH:19]([CH3:21])[CH3:20].CN1CC[O:69]CC1.C[CH2:73][O:74][C:75](C)=[O:76]. The catalyst is CN(C=O)C. (4) The reactants are [Br-].C(OC([NH:9][C:10]([C:13]1[N:14]=[N:15][N:16]([CH2:18][CH2:19][N+:20]([CH3:23])([CH3:22])[CH3:21])[CH:17]=1)([CH3:12])[CH3:11])=O)(C)(C)C.[ClH:24]. The catalyst is CO.O1CCOCC1. The product is [ClH:24].[NH2:9][C:10]([C:13]1[N:14]=[N:15][N:16]([CH2:18][CH2:19][N+:20]([CH3:22])([CH3:21])[CH3:23])[CH:17]=1)([CH3:12])[CH3:11]. The yield is 0.840. (5) The reactants are [C:1]([O:5][C:6](=[O:22])[NH:7][C:8]1[N:9]([CH2:13][C:14]2[CH:19]=[C:18]([Cl:20])[CH:17]=[C:16]([Cl:21])[CH:15]=2)[CH:10]=[CH:11][N:12]=1)([CH3:4])([CH3:3])[CH3:2].[H-].[Na+].[F:25][C:26]1[CH:33]=[CH:32][C:29]([CH2:30]Br)=[CH:28][CH:27]=1. The catalyst is CN(C=O)C. The product is [C:1]([O:5][C:6](=[O:22])[N:7]([C:8]1[N:9]([CH2:13][C:14]2[CH:19]=[C:18]([Cl:20])[CH:17]=[C:16]([Cl:21])[CH:15]=2)[CH:10]=[CH:11][N:12]=1)[CH2:30][C:29]1[CH:32]=[CH:33][C:26]([F:25])=[CH:27][CH:28]=1)([CH3:4])([CH3:2])[CH3:3]. The yield is 0.760. (6) The reactants are [F:1][C:2]1[CH:3]=[C:4]([N:8](CC2C=CC=CC=2)[CH2:9][CH:10]([OH:15])[C:11]([F:14])([F:13])[F:12])[CH:5]=[CH:6][CH:7]=1. The catalyst is CO.[Pd]. The product is [F:1][C:2]1[CH:3]=[C:4]([NH:8][CH2:9][CH:10]([OH:15])[C:11]([F:13])([F:12])[F:14])[CH:5]=[CH:6][CH:7]=1. The yield is 0.980.